Dataset: Forward reaction prediction with 1.9M reactions from USPTO patents (1976-2016). Task: Predict the product of the given reaction. (1) The product is: [CH3:16][O:17][C:18]1[CH:19]=[C:20]([C:24]2([C:25]#[N:26])[CH2:4][CH2:5][CH:6]([C:10]3[CH:15]=[CH:14][CH:13]=[CH:12][CH:11]=3)[CH2:7][CH2:8]2)[CH:21]=[CH:22][CH:23]=1. Given the reactants [H-].[Na+].Cl[CH2:4][CH2:5][CH:6]([C:10]1[CH:15]=[CH:14][CH:13]=[CH:12][CH:11]=1)[CH2:7][CH2:8]Cl.[CH3:16][O:17][C:18]1[CH:19]=[C:20]([CH2:24][C:25]#[N:26])[CH:21]=[CH:22][CH:23]=1.[Cl-].[NH4+], predict the reaction product. (2) Given the reactants [NH2:1][C:2]1[CH:11]=[C:10]2[C:5]([CH2:6][CH2:7][C:8](=[O:12])[NH:9]2)=[CH:4][CH:3]=1.[C:13](N1C=CN=C1)(N1C=CN=C1)=[S:14].O, predict the reaction product. The product is: [N:1]([C:2]1[CH:11]=[C:10]2[C:5]([CH2:6][CH2:7][C:8](=[O:12])[NH:9]2)=[CH:4][CH:3]=1)=[C:13]=[S:14].